Dataset: Catalyst prediction with 721,799 reactions and 888 catalyst types from USPTO. Task: Predict which catalyst facilitates the given reaction. (1) The catalyst class is: 80. Product: [N:25]1([C:2]2[CH:7]=[C:6]([NH:8][CH:9]3[CH2:14][CH2:13][O:12][CH2:11][CH2:10]3)[N:5]3[N:15]=[C:16]([C:18]([O:20][CH2:21][CH3:22])=[O:19])[CH:17]=[C:4]3[N:3]=2)[CH2:26][CH2:27][CH2:24][CH2:23]1. Reactant: Cl[C:2]1[CH:7]=[C:6]([NH:8][CH:9]2[CH2:14][CH2:13][O:12][CH2:11][CH2:10]2)[N:5]2[N:15]=[C:16]([C:18]([O:20][CH2:21][CH3:22])=[O:19])[CH:17]=[C:4]2[N:3]=1.[CH2:23]([N:25](CC)[CH2:26][CH3:27])[CH3:24].N1CCCC1.O. (2) Reactant: [ClH:1].[CH3:2][C:3]1([CH3:9])[CH2:8][O:7][CH2:6][CH2:5][NH:4]1.[F:10][C:11]([F:46])([F:45])[C:12]1[CH:13]=[C:14]([CH:38]=[C:39]([C:41]([F:44])([F:43])[F:42])[CH:40]=1)[C:15]([N:17]1[CH2:22][CH2:21][N:20]([CH2:23][CH2:24][O:25][CH2:26][CH:27]=O)[CH2:19][C@H:18]1[CH2:29][C:30]1[CH:35]=[CH:34][C:33]([CH3:36])=[C:32]([CH3:37])[CH:31]=1)=[O:16].C(O[BH-](OC(=O)C)OC(=O)C)(=O)C.[Na+].C(=O)(O)[O-].[Na+]. Product: [ClH:1].[ClH:1].[F:46][C:11]([F:10])([F:45])[C:12]1[CH:13]=[C:14]([CH:38]=[C:39]([C:41]([F:42])([F:43])[F:44])[CH:40]=1)[C:15]([N:17]1[CH2:22][CH2:21][N:20]([CH2:23][CH2:24][O:25][CH2:26][CH2:27][N:4]2[CH2:5][CH2:6][O:7][CH2:8][C:3]2([CH3:9])[CH3:2])[CH2:19][C@H:18]1[CH2:29][C:30]1[CH:35]=[CH:34][C:33]([CH3:36])=[C:32]([CH3:37])[CH:31]=1)=[O:16]. The catalyst class is: 236. (3) Reactant: [Br:1][C:2]1[CH:11]=[C:10]2[C:5]([CH:6]=[CH:7][C:8]([C@H:12]([OH:14])[CH3:13])=[N:9]2)=[CH:4][CH:3]=1.FC(F)(F)S(O[Si:21](C)([CH3:23])[CH3:22])(=O)=O.N1[C:32]([CH3:33])=[CH:31]C=CC=1C.OP([O-])(O)=O.[K+].Cl[CH2:42]Cl. Product: [Br:1][C:2]1[CH:11]=[C:10]2[C:5]([CH:6]=[CH:7][C:8]([C@H:12]([O:14][Si:21]([C:32]([CH3:31])([CH3:33])[CH3:42])([CH3:23])[CH3:22])[CH3:13])=[N:9]2)=[CH:4][CH:3]=1. The catalyst class is: 6. (4) Reactant: [Br:1][C:2]1[CH:7]=[CH:6][C:5]([C:8](=O)[CH2:9][C:10](=O)[C:11]([F:14])([F:13])[F:12])=[CH:4][CH:3]=1.Cl.[NH:18]([C:20]1[CH:21]=[CH:22][C:23]([S:26]([NH2:29])(=[O:28])=[O:27])=[N:24][CH:25]=1)[NH2:19]. Product: [Br:1][C:2]1[CH:7]=[CH:6][C:5]([C:8]2[N:18]([C:20]3[CH:21]=[CH:22][C:23]([S:26]([NH2:29])(=[O:28])=[O:27])=[N:24][CH:25]=3)[N:19]=[C:10]([C:11]([F:14])([F:13])[F:12])[CH:9]=2)=[CH:4][CH:3]=1. The catalyst class is: 8. (5) Reactant: [CH3:1][C:2]1O[C:5](=[O:7])[NH:4][N:3]=1.[NH2:8][CH:9]1[CH2:14][CH2:13][O:12][CH2:11][CH2:10]1. Product: [CH3:1][C:2]1[N:8]([CH:9]2[CH2:14][CH2:13][O:12][CH2:11][CH2:10]2)[C:5](=[O:7])[NH:4][N:3]=1. The catalyst class is: 5. (6) Reactant: [OH:1][N:2]1[C:6](=[O:7])[C:5]2=[CH:8][CH:9]=[CH:10][CH:11]=[C:4]2[C:3]1=[O:12].Cl[CH2:14][C:15]1[N:16]=[C:17]([NH2:20])[S:18][CH:19]=1.C(=O)([O-])[O-].[Cs+].[Cs+].[I-].[K+]. Product: [NH2:20][C:17]1[S:18][CH:19]=[C:15]([CH2:14][O:1][N:2]2[C:3](=[O:12])[C:4]3[C:5](=[CH:8][CH:9]=[CH:10][CH:11]=3)[C:6]2=[O:7])[N:16]=1. The catalyst class is: 47.